The task is: Predict the product of the given reaction.. This data is from Forward reaction prediction with 1.9M reactions from USPTO patents (1976-2016). (1) The product is: [S:19]([O:10][CH:5]1[CH2:4][CH:3]2[N:2]([CH3:1])[CH:7]([CH2:8][CH2:9]2)[CH2:6]1)([O:21][CH3:11])(=[O:20])=[O:23]. Given the reactants [CH3:1][N:2]1[CH:7]2[CH2:8][CH2:9][CH:3]1[CH2:4][CH:5]([OH:10])[CH2:6]2.[CH2:11](N(CC)CC)C.C[S:19](Cl)(=[O:21])=[O:20].[OH2:23], predict the reaction product. (2) Given the reactants [NH2:1][C:2]1[CH:10]=[CH:9][C:8]([I:11])=[CH:7][C:3]=1[C:4](O)=[O:5].[OH-].[Na+].[O-:14][C:15]#[N:16].[Na+].C(O)(=O)C, predict the reaction product. The product is: [I:11][C:8]1[CH:7]=[C:3]2[C:2](=[CH:10][CH:9]=1)[N:1]=[C:15]([OH:14])[N:16]=[C:4]2[OH:5].